This data is from Reaction yield outcomes from USPTO patents with 853,638 reactions. The task is: Predict the reaction yield, written as a fraction of the theoretical maximum amount of product (1.0 means a 100% yield; for example, 0.34 means a 34% yield). The reactants are [CH:1]1[C:18]2[C:17]3[C:16]4[CH:15]=[CH:14][CH:13]=[CH:12][C:11]=4[CH:10]=[CH:9][C:8]=3[CH:7]=[C:6](B(O)O)[C:5]=2[CH:4]=[CH:3][CH:2]=1.Br[C:23]1[CH:36]=[CH:35][C:34]2[C:25](=[CH:26][C:27]3[C:32]([CH:33]=2)=[CH:31][CH:30]=[CH:29][CH:28]=3)[CH:24]=1.C(=O)([O-])[O-].[Na+].[Na+]. The catalyst is C1C=CC([P]([Pd]([P](C2C=CC=CC=2)(C2C=CC=CC=2)C2C=CC=CC=2)([P](C2C=CC=CC=2)(C2C=CC=CC=2)C2C=CC=CC=2)[P](C2C=CC=CC=2)(C2C=CC=CC=2)C2C=CC=CC=2)(C2C=CC=CC=2)C2C=CC=CC=2)=CC=1.COCCOC. The product is [CH:24]1[C:25]2[C:34](=[CH:33][C:32]3[C:27]([CH:26]=2)=[CH:28][CH:29]=[CH:30][CH:31]=3)[CH:35]=[CH:36][C:23]=1[C:10]1[C:11]2[CH:12]=[CH:13][CH:14]=[CH:15][C:16]=2[C:17]2[C:18]3[CH:1]=[CH:2][CH:3]=[CH:4][C:5]=3[CH:6]=[CH:7][C:8]=2[CH:9]=1. The yield is 0.750.